This data is from Reaction yield outcomes from USPTO patents with 853,638 reactions. The task is: Predict the reaction yield, written as a fraction of the theoretical maximum amount of product (1.0 means a 100% yield; for example, 0.34 means a 34% yield). (1) The reactants are [CH3:1][C:2]([CH3:30])([CH3:29])[CH2:3][NH:4][C:5]([C:7]1[CH:8]=[C:9]([C:26]([OH:28])=O)[C:10]([C:13]2[CH:18]=[C:17]([C:19]([NH:21][CH2:22][CH2:23][OH:24])=[O:20])[CH:16]=[CH:15][C:14]=2[CH3:25])=[CH:11][CH:12]=1)=[O:6].C[N:32](C(ON1N=NC2C=CC=CC1=2)=[N+](C)C)C.F[P-](F)(F)(F)(F)F.CCN(CC)CC.N. The catalyst is CN(C=O)C. The product is [CH3:30][C:2]([CH3:1])([CH3:29])[CH2:3][NH:4][C:5]([C:7]1[CH:8]=[C:9]([C:26]([NH2:32])=[O:28])[C:10]([C:13]2[C:14]([CH3:25])=[CH:15][CH:16]=[C:17]([C:19]([NH:21][CH2:22][CH2:23][OH:24])=[O:20])[CH:18]=2)=[CH:11][CH:12]=1)=[O:6]. The yield is 0.150. (2) The reactants are CO[C:3](=[O:28])[C:4]1[CH:9]=[C:8]([C:10]2[N:11]([O:15][CH2:16][C:17]3[CH:22]=[CH:21][CH:20]=[CH:19][CH:18]=3)[N:12]=[CH:13][CH:14]=2)[C:7]([C:23]([F:26])([F:25])[F:24])=[CH:6][C:5]=1[NH2:27].CC[N:31]([CH2:34]C)CC.[CH3:36][S:37]([NH:40]N)(=[O:39])=[O:38].[OH-:42].[Na+]. The catalyst is C(Cl)Cl. The product is [CH2:16]([O:15][N:11]1[C:10]([C:8]2[CH:9]=[C:4]3[C:5](=[CH:6][C:7]=2[C:23]([F:24])([F:26])[F:25])[NH:27][C:34](=[O:42])[N:31]([NH:40][S:37]([CH3:36])(=[O:39])=[O:38])[C:3]3=[O:28])=[CH:14][CH:13]=[N:12]1)[C:17]1[CH:18]=[CH:19][CH:20]=[CH:21][CH:22]=1. The yield is 0.300. (3) The reactants are [CH3:1][C:2]1[CH:3]=[C:4]([OH:11])[C:5](=[CH:9][CH:10]=1)[C:6]([OH:8])=[O:7].Cl.CN(C)[CH2:15][CH2:16]CN=C=N.O.ON1C2C=CC=CC=2N=N1.C(O)C. The catalyst is CN(C)C=O.O. The product is [CH3:1][C:2]1[CH:3]=[C:4]([OH:11])[C:5](=[CH:9][CH:10]=1)[C:6]([O:8][CH2:15][CH3:16])=[O:7]. The yield is 0.490. (4) The reactants are [S:1]1[CH:5]=[CH:4][CH:3]=[C:2]1[C:6]1[CH:7]=[C:8]([CH:11]=[CH:12][CH:13]=1)[CH:9]=O.[C:14]([C:17]1[CH:25]=[CH:24][C:20]([C:21]([OH:23])=[O:22])=[CH:19][CH:18]=1)(=[O:16])[CH3:15]. No catalyst specified. The product is [S:1]1[CH:5]=[CH:4][CH:3]=[C:2]1[C:6]1[CH:7]=[C:8](/[CH:9]=[CH:15]/[C:14]([C:17]2[CH:25]=[CH:24][C:20]([C:21]([OH:23])=[O:22])=[CH:19][CH:18]=2)=[O:16])[CH:11]=[CH:12][CH:13]=1. The yield is 0.710. (5) The reactants are Cl[C:2]1[N:10]=[C:9](Cl)[CH:8]=[CH:7][C:3]=1[C:4]([NH2:6])=[O:5].[CH2:12]([O:19][C:20]1[CH:25]=[CH:24][C:23]([OH:26])=[CH:22][CH:21]=1)[C:13]1[CH:18]=[CH:17][CH:16]=[CH:15][CH:14]=1.C(O[C:32](=[O:39])[NH:33][C@H:34]1[CH2:38][CH2:37][NH:36][CH2:35]1)(C)(C)C.[C:40](O)(=O)[CH:41]=C. No catalyst specified. The product is [C:32]([NH:33][C@H:34]1[CH2:38][CH2:37][N:36]([C:9]2[CH:8]=[CH:7][C:3]([C:4]([NH2:6])=[O:5])=[C:2]([O:26][C:23]3[CH:22]=[CH:21][C:20]([O:19][CH2:12][C:13]4[CH:14]=[CH:15][CH:16]=[CH:17][CH:18]=4)=[CH:25][CH:24]=3)[N:10]=2)[CH2:35]1)(=[O:39])[CH:40]=[CH2:41]. The yield is 0.613.